Dataset: Reaction yield outcomes from USPTO patents with 853,638 reactions. Task: Predict the reaction yield, written as a fraction of the theoretical maximum amount of product (1.0 means a 100% yield; for example, 0.34 means a 34% yield). (1) The reactants are [N+:1]([C:4]1[CH:5]=[C:6](O)[CH:7]=[CH:8][CH:9]=1)([O-:3])=[O:2].ClC[C:13]1[O:17][C:16]([C:18]([O:20][CH3:21])=[O:19])=[CH:15][CH:14]=1.[C:22]([O-])([O-])=[O:23].[K+].[K+]. The catalyst is CC(C)=O.O. The product is [N+:1]([C:4]1[CH:5]=[CH:6][C:7]([O:23][CH2:22][C:14]2[CH:15]=[C:16]([C:18]([O:20][CH3:21])=[O:19])[O:17][CH:13]=2)=[CH:8][CH:9]=1)([O-:3])=[O:2]. The yield is 0.900. (2) The reactants are [C:1]([C:3]1[CH:8]=[CH:7][N:6]=[C:5]([N:9]2[C:13]([C:14]3[CH:19]=[CH:18][C:17]([CH3:20])=[CH:16][CH:15]=3)=[CH:12][C:11]([C:21]([O:23]C)=[O:22])=[N:10]2)[CH:4]=1)#[N:2].[OH-].[Na+].Cl. The catalyst is CN(C=O)C.C1COCC1.O. The product is [C:1]([C:3]1[CH:8]=[CH:7][N:6]=[C:5]([N:9]2[C:13]([C:14]3[CH:19]=[CH:18][C:17]([CH3:20])=[CH:16][CH:15]=3)=[CH:12][C:11]([C:21]([OH:23])=[O:22])=[N:10]2)[CH:4]=1)#[N:2]. The yield is 0.410. (3) The reactants are Br[C:2]1[C:7](=[O:8])[N:6]([CH2:9][C:10]2[CH:15]=[CH:14][C:13]([C:16]3[C:17]([C:22]#[N:23])=[CH:18][CH:19]=[CH:20][CH:21]=3)=[CH:12][CH:11]=2)[C:5]([CH2:24][CH2:25][CH2:26][CH3:27])=[N:4][C:3]=1[CH3:28].C([Sn](CCCC)(CCCC)[C:34]1[S:35][CH:36]=[CH:37][CH:38]=1)CCC.[Cl-].[Li+].[F-].[K+]. The catalyst is CN(C)C=O.C(OCC)(=O)C.Cl[Pd](Cl)([P](C1C=CC=CC=1)(C1C=CC=CC=1)C1C=CC=CC=1)[P](C1C=CC=CC=1)(C1C=CC=CC=1)C1C=CC=CC=1. The product is [CH2:24]([C:5]1[N:6]([CH2:9][C:10]2[CH:15]=[CH:14][C:13]([C:16]3[C:17]([C:22]#[N:23])=[CH:18][CH:19]=[CH:20][CH:21]=3)=[CH:12][CH:11]=2)[C:7](=[O:8])[C:2]([C:34]2[S:35][CH:36]=[CH:37][CH:38]=2)=[C:3]([CH3:28])[N:4]=1)[CH2:25][CH2:26][CH3:27]. The yield is 0.750. (4) The reactants are S(Cl)(Cl)=O.[NH2:5][CH2:6][CH2:7][CH2:8][CH2:9][CH2:10][CH2:11][CH2:12][C:13]([OH:15])=[O:14].[CH3:16]O. No catalyst specified. The product is [NH2:5][CH2:6][CH2:7][CH2:8][CH2:9][CH2:10][CH2:11][CH2:12][C:13]([O:15][CH3:16])=[O:14]. The yield is 0.900.